From a dataset of Reaction yield outcomes from USPTO patents with 853,638 reactions. Predict the reaction yield, written as a fraction of the theoretical maximum amount of product (1.0 means a 100% yield; for example, 0.34 means a 34% yield). (1) The reactants are [NH:1]1[C:9]2[C:4](=[CH:5][CH:6]=[CH:7][C:8]=2[C:10]([OH:12])=O)[CH:3]=[CH:2]1.CN(C(ON1N=NC2C=CC=CC1=2)=[N+](C)C)C.[B-](F)(F)(F)F.C(N(CC)C(C)C)(C)C.[C:44]([C:48]1[CH:65]=[CH:64][C:51]([CH2:52][NH:53][CH2:54][CH2:55][C:56]2[CH:61]=[CH:60][C:59]([Cl:62])=[CH:58][C:57]=2[Cl:63])=[CH:50][CH:49]=1)([CH3:47])([CH3:46])[CH3:45]. The catalyst is CN(C=O)C.O. The product is [C:44]([C:48]1[CH:65]=[CH:64][C:51]([CH2:52][N:53]([CH2:54][CH2:55][C:56]2[CH:61]=[CH:60][C:59]([Cl:62])=[CH:58][C:57]=2[Cl:63])[C:10]([C:8]2[CH:7]=[CH:6][CH:5]=[C:4]3[C:9]=2[NH:1][CH:2]=[CH:3]3)=[O:12])=[CH:50][CH:49]=1)([CH3:47])([CH3:45])[CH3:46]. The yield is 0.870. (2) The reactants are [Cl-].O[NH3+:3].[C:4](=[O:7])([O-])[OH:5].[Na+].CS(C)=O.[CH3:13][O:14][CH2:15][C:16]1[N:47]=[C:19]2[N:20]([CH:43]([CH3:46])[CH2:44][CH3:45])[C:21](=[O:42])[C:22]([CH2:27][C:28]3[CH:33]=[CH:32][C:31]([C:34]4[C:35]([C:40]#[N:41])=[CH:36][CH:37]=[CH:38][CH:39]=4)=[CH:30][CH:29]=3)=[C:23]([CH2:24][CH2:25][CH3:26])[N:18]2[N:17]=1. The catalyst is C(OCC)(=O)C. The product is [CH3:13][O:14][CH2:15][C:16]1[N:47]=[C:19]2[N:20]([CH:43]([CH3:46])[CH2:44][CH3:45])[C:21](=[O:42])[C:22]([CH2:27][C:28]3[CH:33]=[CH:32][C:31]([C:34]4[CH:39]=[CH:38][CH:37]=[CH:36][C:35]=4[C:40]4[NH:3][C:4](=[O:7])[O:5][N:41]=4)=[CH:30][CH:29]=3)=[C:23]([CH2:24][CH2:25][CH3:26])[N:18]2[N:17]=1. The yield is 0.490. (3) The reactants are [Cl:1][C:2]1[C:23]([Cl:24])=[CH:22][C:5]2[O:6][C@H:7]([CH2:10]OS(C3C=CC(C)=CC=3)(=O)=O)[CH2:8][O:9][C:4]=2[CH:3]=1.[C:25]1(=[O:35])[NH:29][C:28](=[O:30])[C:27]2=[CH:31][CH:32]=[CH:33][CH:34]=[C:26]12.[K].O. The catalyst is CN(C=O)C. The product is [Cl:1][C:2]1[C:23]([Cl:24])=[CH:22][C:5]2[O:6][C@@H:7]([CH2:10][N:29]3[C:25](=[O:35])[C:26]4[C:27](=[CH:31][CH:32]=[CH:33][CH:34]=4)[C:28]3=[O:30])[CH2:8][O:9][C:4]=2[CH:3]=1. The yield is 0.800. (4) The reactants are [N:1]1([CH2:8][CH2:9][O:10][C:11]2[CH:19]=[CH:18][C:14]([C:15](Cl)=[O:16])=[CH:13][CH:12]=2)[CH2:7][CH2:6][CH2:5][CH2:4][CH2:3][CH2:2]1.[CH3:20][O:21][C:22]1[CH:31]=[CH:30][C:29]2[C:24](=[CH:25][CH:26]=[C:27]([O:32]C)[CH:28]=2)[CH:23]=1.[Cl-].[Cl-].[Cl-].[Al+3].O. The catalyst is ClCCl. The product is [N:1]1([CH2:8][CH2:9][O:10][C:11]2[CH:19]=[CH:18][C:14]([C:15]([C:28]3[C:29]4[C:24](=[CH:23][C:22]([O:21][CH3:20])=[CH:31][CH:30]=4)[CH:25]=[CH:26][C:27]=3[OH:32])=[O:16])=[CH:13][CH:12]=2)[CH2:7][CH2:6][CH2:5][CH2:4][CH2:3][CH2:2]1. The yield is 0.730. (5) The reactants are [OH:1][CH2:2][C:3]1[N:4]=[CH:5][NH:6][CH:7]=1.[C:8]1([C:14](Cl)([C:21]2[CH:26]=[CH:25][CH:24]=[CH:23][CH:22]=2)[C:15]2[CH:20]=[CH:19][CH:18]=[CH:17][CH:16]=2)[CH:13]=[CH:12][CH:11]=[CH:10][CH:9]=1.CCN(C(C)C)C(C)C.O. The catalyst is CN(C=O)C. The product is [C:14]([N:6]1[CH:7]=[C:3]([CH2:2][OH:1])[N:4]=[CH:5]1)([C:8]1[CH:13]=[CH:12][CH:11]=[CH:10][CH:9]=1)([C:21]1[CH:22]=[CH:23][CH:24]=[CH:25][CH:26]=1)[C:15]1[CH:16]=[CH:17][CH:18]=[CH:19][CH:20]=1. The yield is 0.990. (6) The reactants are [Br:1][C:2]1[CH:3]=[C:4]([C:9]([O:11][CH3:12])=[O:10])[CH:5]=[N:6][C:7]=1[OH:8].O[CH:14]1[CH2:19][CH2:18][N:17]([C:20]([O:22][C:23]([CH3:26])([CH3:25])[CH3:24])=[O:21])[CH2:16][CH2:15]1.C1(P(C2C=CC=CC=2)C2C=CC=CC=2)C=CC=CC=1.N(C(OCC)=O)=NC(OCC)=O. The catalyst is O1CCCC1. The product is [Br:1][C:2]1[CH:3]=[C:4]([C:9]([O:11][CH3:12])=[O:10])[CH:5]=[N:6][C:7]=1[O:8][CH:14]1[CH2:19][CH2:18][N:17]([C:20]([O:22][C:23]([CH3:26])([CH3:25])[CH3:24])=[O:21])[CH2:16][CH2:15]1. The yield is 0.700. (7) The reactants are [H-].[Na+].[CH3:3][C:4]1[N:8]2[C:9]3[CH:15]=[C:14]([CH3:16])[NH:13][C:10]=3[CH:11]=[CH:12][C:7]2=[N:6][N:5]=1.Br[CH2:18][CH2:19][C:20]1[CH:25]=[CH:24][CH:23]=[CH:22][CH:21]=1. The catalyst is CN(C=O)C.O.CO. The product is [CH3:3][C:4]1[N:8]2[C:9]3[CH:15]=[C:14]([CH3:16])[N:13]([CH2:18][CH2:19][C:20]4[CH:25]=[CH:24][CH:23]=[CH:22][CH:21]=4)[C:10]=3[CH:11]=[CH:12][C:7]2=[N:6][N:5]=1. The yield is 0.200. (8) The reactants are [CH3:1][O:2][C:3]1[CH:4]=[C:5]([O:15][C:16]2[CH:21]=[CH:20][C:19]([S:22]([CH3:25])(=[O:24])=[O:23])=[CH:18][N:17]=2)[CH:6]=[C:7]2[C:11]=1[NH:10][C:9]([C:12]([OH:14])=O)=[CH:8]2.Cl.C([N:29]=C=NCCCN(C)C)C.ON1C2C=CC=CC=2N=N1.[OH-].[NH4+]. The catalyst is CN(C)C=O. The product is [CH3:1][O:2][C:3]1[CH:4]=[C:5]([O:15][C:16]2[CH:21]=[CH:20][C:19]([S:22]([CH3:25])(=[O:24])=[O:23])=[CH:18][N:17]=2)[CH:6]=[C:7]2[C:11]=1[NH:10][C:9]([C:12]([NH2:29])=[O:14])=[CH:8]2. The yield is 0.960.